This data is from NCI-60 drug combinations with 297,098 pairs across 59 cell lines. The task is: Regression. Given two drug SMILES strings and cell line genomic features, predict the synergy score measuring deviation from expected non-interaction effect. (1) Drug 1: CC1CCCC2(C(O2)CC(NC(=O)CC(C(C(=O)C(C1O)C)(C)C)O)C(=CC3=CSC(=N3)C)C)C. Drug 2: CC1C(C(CC(O1)OC2CC(CC3=C2C(=C4C(=C3O)C(=O)C5=C(C4=O)C(=CC=C5)OC)O)(C(=O)CO)O)N)O.Cl. Cell line: MALME-3M. Synergy scores: CSS=54.7, Synergy_ZIP=-0.313, Synergy_Bliss=2.11, Synergy_Loewe=3.39, Synergy_HSA=2.44. (2) Drug 1: C1=CC(=CC=C1CCC2=CNC3=C2C(=O)NC(=N3)N)C(=O)NC(CCC(=O)O)C(=O)O. Drug 2: CC1C(C(CC(O1)OC2CC(CC3=C2C(=C4C(=C3O)C(=O)C5=C(C4=O)C(=CC=C5)OC)O)(C(=O)C)O)N)O.Cl. Cell line: LOX IMVI. Synergy scores: CSS=63.0, Synergy_ZIP=3.56, Synergy_Bliss=0.452, Synergy_Loewe=-3.33, Synergy_HSA=4.34. (3) Cell line: HCT116. Drug 1: C1CC(C1)(C(=O)O)C(=O)O.[NH2-].[NH2-].[Pt+2]. Synergy scores: CSS=22.6, Synergy_ZIP=0.913, Synergy_Bliss=2.65, Synergy_Loewe=-16.5, Synergy_HSA=3.32. Drug 2: C1CC(CCC1OC2=C(C(=CC=C2)Cl)F)(CC3=NC(=CC=C3)NC4=NC=CS4)C(=O)O. (4) Drug 2: C1CC(C1)(C(=O)O)C(=O)O.[NH2-].[NH2-].[Pt+2]. Synergy scores: CSS=58.9, Synergy_ZIP=1.58, Synergy_Bliss=2.34, Synergy_Loewe=-0.915, Synergy_HSA=7.22. Drug 1: C1=CC(=C2C(=C1NCCNCCO)C(=O)C3=C(C=CC(=C3C2=O)O)O)NCCNCCO. Cell line: SF-268. (5) Drug 2: C(CC(=O)O)C(=O)CN.Cl. Synergy scores: CSS=61.2, Synergy_ZIP=-2.08, Synergy_Bliss=0.540, Synergy_Loewe=-11.1, Synergy_HSA=2.93. Drug 1: COC1=NC(=NC2=C1N=CN2C3C(C(C(O3)CO)O)O)N. Cell line: CCRF-CEM. (6) Drug 1: CC1C(C(CC(O1)OC2CC(CC3=C2C(=C4C(=C3O)C(=O)C5=C(C4=O)C(=CC=C5)OC)O)(C(=O)CO)O)N)O.Cl. Drug 2: CC(C)CN1C=NC2=C1C3=CC=CC=C3N=C2N. Cell line: A498. Synergy scores: CSS=6.57, Synergy_ZIP=-4.22, Synergy_Bliss=0.483, Synergy_Loewe=-4.35, Synergy_HSA=-0.0868. (7) Drug 1: CC1=C2C(C(=O)C3(C(CC4C(C3C(C(C2(C)C)(CC1OC(=O)C(C(C5=CC=CC=C5)NC(=O)OC(C)(C)C)O)O)OC(=O)C6=CC=CC=C6)(CO4)OC(=O)C)OC)C)OC. Drug 2: CC12CCC3C(C1CCC2O)C(CC4=C3C=CC(=C4)O)CCCCCCCCCS(=O)CCCC(C(F)(F)F)(F)F. Cell line: UO-31. Synergy scores: CSS=49.8, Synergy_ZIP=9.45, Synergy_Bliss=9.51, Synergy_Loewe=-11.5, Synergy_HSA=10.7.